Dataset: Full USPTO retrosynthesis dataset with 1.9M reactions from patents (1976-2016). Task: Predict the reactants needed to synthesize the given product. (1) Given the product [CH2:1]([C:3]1([CH2:14][C:17]([C:16]([F:34])([F:33])[F:15])=[CH2:18])[C:12]2[C:7](=[CH:8][CH:9]=[CH:10][CH:11]=2)[CH2:6][CH2:5][CH2:4]1)[CH3:2], predict the reactants needed to synthesize it. The reactants are: [CH2:1]([C:3](=[CH2:14])[CH2:4][CH2:5][CH2:6][C:7]1[CH:12]=[CH:11][CH:10]=[CH:9][C:8]=1I)[CH3:2].[F:15][C:16]([F:34])([F:33])[C:17](O)(CC1(C)C2C(=CC=CC=2)CCC1)[CH:18]=O.C1(P(C2C=CC=CC=2)C2C=CC=CC=2)C=CC=CC=1. (2) Given the product [C:1]([C:3]1[CH:4]=[C:5]2[C:9](=[CH:10][CH:11]=1)[N:8]([S:58]([C:55]1[CH:54]=[CH:53][C:52]([O:51][CH3:50])=[CH:57][CH:56]=1)(=[O:60])=[O:59])[C:7](=[O:12])[C:6]2([NH:22][C:23]([N:25]1[CH2:26][CH2:27][N:28]([CH:31]2[CH2:32][CH2:33][N:34]([CH3:37])[CH2:35][CH2:36]2)[CH2:29][CH2:30]1)=[O:24])[C:13]1[C:14]([O:19][CH2:20][CH3:21])=[N:15][CH:16]=[CH:17][CH:18]=1)#[N:2], predict the reactants needed to synthesize it. The reactants are: [C:1]([C:3]1[CH:4]=[C:5]2[C:9](=[CH:10][CH:11]=1)[NH:8][C:7](=[O:12])[C:6]2([NH:22][C:23]([N:25]1[CH2:30][CH2:29][N:28]([CH:31]2[CH2:36][CH2:35][N:34]([CH3:37])[CH2:33][CH2:32]2)[CH2:27][CH2:26]1)=[O:24])[C:13]1[C:14]([O:19][CH2:20][CH3:21])=[N:15][CH:16]=[CH:17][CH:18]=1)#[N:2].[H-].[Na+].N1C2C(=CC=CC=2)CC1=O.[CH3:50][O:51][C:52]1[CH:57]=[CH:56][C:55]([S:58](Cl)(=[O:60])=[O:59])=[CH:54][CH:53]=1.C(=O)(O)[O-].[Na+]. (3) The reactants are: [S:1]1[C:5]2[NH:6][C:7]([C:9]([O-])=O)=[CH:8][C:4]=2[CH:3]=[CH:2]1.[H-].[Al+3].[Li+].[H-].[H-].[H-]. Given the product [CH3:9][C:7]1[NH:6][C:5]2[S:1][CH:2]=[CH:3][C:4]=2[CH:8]=1, predict the reactants needed to synthesize it.